The task is: Predict the reaction yield, written as a fraction of the theoretical maximum amount of product (1.0 means a 100% yield; for example, 0.34 means a 34% yield).. This data is from Reaction yield outcomes from USPTO patents with 853,638 reactions. The reactants are [C:1]([O:7][CH2:8][CH3:9])(=[O:6])[CH2:2][C:3]([CH3:5])=O.[Br:10][C:11]1[CH:18]=[CH:17][C:14]([CH:15]=O)=[CH:13][CH:12]=1.[NH4+:19].[OH-:20]. The catalyst is CCO.C(Cl)Cl. The product is [Br:10][C:11]1[CH:18]=[CH:17][C:14]([CH:15]2[C:2]([C:1]([O:7][CH2:8][CH3:9])=[O:6])=[C:3]([CH3:5])[NH:19][C:3]([CH3:5])=[C:2]2[C:1]([O:7][CH2:8][CH3:9])=[O:20])=[CH:13][CH:12]=1. The yield is 0.660.